The task is: Regression. Given two drug SMILES strings and cell line genomic features, predict the synergy score measuring deviation from expected non-interaction effect.. This data is from NCI-60 drug combinations with 297,098 pairs across 59 cell lines. (1) Drug 2: CC1=C(C(=CC=C1)Cl)NC(=O)C2=CN=C(S2)NC3=CC(=NC(=N3)C)N4CCN(CC4)CCO. Cell line: U251. Drug 1: CC12CCC(CC1=CCC3C2CCC4(C3CC=C4C5=CN=CC=C5)C)O. Synergy scores: CSS=10.0, Synergy_ZIP=2.94, Synergy_Bliss=4.67, Synergy_Loewe=3.91, Synergy_HSA=3.58. (2) Drug 1: CN(CCCl)CCCl.Cl. Drug 2: CC1C(C(CC(O1)OC2CC(CC3=C2C(=C4C(=C3O)C(=O)C5=C(C4=O)C(=CC=C5)OC)O)(C(=O)CO)O)N)O.Cl. Cell line: NCIH23. Synergy scores: CSS=58.7, Synergy_ZIP=-2.53, Synergy_Bliss=-3.26, Synergy_Loewe=0.666, Synergy_HSA=2.43. (3) Drug 1: C1=CN(C=N1)CC(O)(P(=O)(O)O)P(=O)(O)O. Drug 2: C(=O)(N)NO. Cell line: RPMI-8226. Synergy scores: CSS=-6.36, Synergy_ZIP=4.04, Synergy_Bliss=2.83, Synergy_Loewe=-2.51, Synergy_HSA=-4.14.